From a dataset of Catalyst prediction with 721,799 reactions and 888 catalyst types from USPTO. Predict which catalyst facilitates the given reaction. (1) Reactant: [Br:1][C:2]1[CH:7]=[C:6]([C:8]([O:10][CH3:11])=[O:9])[N:5]=[C:4]([C:12]([O:14]C)=[O:13])[CH:3]=1.[OH-].[K+].CO.C(Cl)Cl. Product: [Br:1][C:2]1[CH:7]=[C:6]([C:8]([O:10][CH3:11])=[O:9])[N:5]=[C:4]([C:12]([OH:14])=[O:13])[CH:3]=1. The catalyst class is: 27. (2) Reactant: [N:1]([CH2:4][C:5]1[CH:20]=[CH:19][C:8]([CH2:9][C:10]2[CH:15]=[CH:14][C:13]([N+:16]([O-:18])=[O:17])=[CH:12][CH:11]=2)=[CH:7][CH:6]=1)=[N+]=[N-].O.C1(P(C2C=CC=CC=2)C2C=CC=CC=2)C=CC=CC=1. Product: [NH2:1][CH2:4][C:5]1[CH:20]=[CH:19][C:8]([CH2:9][C:10]2[CH:15]=[CH:14][C:13]([N+:16]([O-:18])=[O:17])=[CH:12][CH:11]=2)=[CH:7][CH:6]=1. The catalyst class is: 7. (3) Reactant: [ClH:1].[CH3:2][S:3]([NH:6][C:7](=[O:20])[C@@H:8]([NH:12]C(=O)OC(C)(C)C)[CH2:9][C:10]#[CH:11])(=[O:5])=[O:4]. Product: [ClH:1].[NH2:12][C@@H:8]([CH2:9][C:10]#[CH:11])[C:7]([NH:6][S:3]([CH3:2])(=[O:5])=[O:4])=[O:20]. The catalyst class is: 13. (4) Reactant: [ClH:1].[C:2]([C:6]1[CH:11]=[CH:10][C:9]([C:12]2[CH:13]=[C:14]3[C:18](=[CH:19][CH:20]=2)[N:17]([C:21]2[CH:26]=[CH:25][C:24]([O:27][CH:28]([CH3:30])[CH3:29])=[CH:23][CH:22]=2)[C:16]([C:31]([OH:33])=[O:32])=[C:15]3[CH2:34][N:35]([CH2:37][C:38]([O:40]CC)=[O:39])[CH3:36])=[CH:8][CH:7]=1)([CH3:5])([CH3:4])[CH3:3]. Product: [Cl-:1].[C:2]([C:6]1[CH:7]=[CH:8][C:9]([C:12]2[CH:13]=[C:14]3[C:18](=[CH:19][CH:20]=2)[N:17]([C:21]2[CH:26]=[CH:25][C:24]([O:27][CH:28]([CH3:30])[CH3:29])=[CH:23][CH:22]=2)[C:16]([C:31]([OH:33])=[O:32])=[C:15]3[CH2:34][NH+:35]([CH2:37][C:38]([OH:40])=[O:39])[CH3:36])=[CH:10][CH:11]=1)([CH3:4])([CH3:5])[CH3:3]. The catalyst class is: 12. (5) Reactant: [C:1]([NH:9][NH:10][C:11]([C:13]1[N:14]=[CH:15][N:16]2[C:21](=[O:22])[N:20]([CH3:23])[N:19]=[N:18][C:17]=12)=[O:12])(=O)[C:2]1[CH:7]=[CH:6][CH:5]=[CH:4][CH:3]=1.C(Br)(Br)(Br)Br.C1(P(C2C=CC=CC=2)C2C=CC=CC=2)C=CC=CC=1. Product: [CH3:23][N:20]1[C:21](=[O:22])[N:16]2[CH:15]=[N:14][C:13]([C:11]3[O:12][C:1]([C:2]4[CH:7]=[CH:6][CH:5]=[CH:4][CH:3]=4)=[N:9][N:10]=3)=[C:17]2[N:18]=[N:19]1. The catalyst class is: 2. (6) Reactant: [Br:1][C:2]1[CH:3]=[C:4]([OH:8])[CH:5]=[CH:6][CH:7]=1.Br[CH2:10][C:11]([O:13][C:14]([CH3:17])([CH3:16])[CH3:15])=[O:12].C([O-])([O-])=O.[K+].[K+]. Product: [Br:1][C:2]1[CH:3]=[C:4]([CH:5]=[CH:6][CH:7]=1)[O:8][CH2:10][C:11]([O:13][C:14]([CH3:17])([CH3:16])[CH3:15])=[O:12]. The catalyst class is: 144. (7) Reactant: [CH3:1][S-:2].[Na+].F[C:5]1[C:10]2[C:11](=[O:23])[C:12]([C:15]3[CH:20]=[CH:19][C:18]([O:21]C)=[CH:17][CH:16]=3)=[CH:13][O:14][C:9]=2[CH:8]=[C:7]([O:24]C)[CH:6]=1. Product: [OH:24][C:7]1[CH:6]=[C:5]([S:2][CH3:1])[C:10]2[C:11](=[O:23])[C:12]([C:15]3[CH:20]=[CH:19][C:18]([OH:21])=[CH:17][CH:16]=3)=[CH:13][O:14][C:9]=2[CH:8]=1. The catalyst class is: 1.